This data is from Full USPTO retrosynthesis dataset with 1.9M reactions from patents (1976-2016). The task is: Predict the reactants needed to synthesize the given product. (1) The reactants are: [CH2:1]([C:4]1[C:13]2[C:8](=[CH:9][C:10]([S:24]([C:27]3[CH:32]=[CH:31][C:30]([CH3:33])=[CH:29][CH:28]=3)(=[O:26])=[O:25])=[CH:11][C:12]=2S(C2C=CC(C)=CC=2)(=O)=O)[O:7][C:6](=[O:34])[CH:5]=1)[CH2:2][CH3:3].CCCC[N+](CCCC)(CCCC)CCCC.[F-].C1C[O:56]CC1. Given the product [OH:56][C:12]1[CH:11]=[C:10]([S:24]([C:27]2[CH:28]=[CH:29][C:30]([CH3:33])=[CH:31][CH:32]=2)(=[O:26])=[O:25])[CH:9]=[C:8]2[C:13]=1[C:4]([CH2:1][CH2:2][CH3:3])=[CH:5][C:6](=[O:34])[O:7]2, predict the reactants needed to synthesize it. (2) The reactants are: [C:1]([C:5]1[N:10]=[C:9]([NH:11][C:12]2[CH:17]=[C:16](Cl)[N:15]=[N:14][C:13]=2[C:19]([NH2:21])=[O:20])[CH:8]=[CH:7][CH:6]=1)([CH3:4])([CH3:3])[CH3:2].[NH2:22][C@@H:23]1[CH2:28][CH2:27][CH2:26][CH2:25][C@@H:24]1[NH:29][C:30](=[O:36])[O:31][C:32]([CH3:35])([CH3:34])[CH3:33].CO.C(Cl)Cl. Given the product [NH4+:10].[OH-:20].[C:1]([C:5]1[N:10]=[C:9]([NH:11][C:12]2[CH:17]=[C:16]([NH:22][C@@H:23]3[CH2:28][CH2:27][CH2:26][CH2:25][C@@H:24]3[NH:29][C:30](=[O:36])[O:31][C:32]([CH3:34])([CH3:33])[CH3:35])[N:15]=[N:14][C:13]=2[C:19](=[O:20])[NH2:21])[CH:8]=[CH:7][CH:6]=1)([CH3:4])([CH3:3])[CH3:2], predict the reactants needed to synthesize it. (3) Given the product [CH3:1][O:2][C:3]1[CH:4]=[CH:5][C:6]([C:9]([NH:10][C:11]2([C:12]([NH:21][C@H:22]([CH2:26][OH:27])[CH:23]([CH3:25])[CH3:24])=[O:15])[CH2:16][CH2:17][CH2:18][CH2:19][CH2:20]2)=[O:30])=[CH:7][CH:8]=1, predict the reactants needed to synthesize it. The reactants are: [CH3:1][O:2][C:3]1[CH:8]=[CH:7][C:6]([C:9]2C(=O)[C:12](=[O:15])[C:11]3([CH2:20][CH2:19][CH2:18][CH2:17][CH2:16]3)[N:10]=2)=[CH:5][CH:4]=1.[NH2:21][C@H:22]([CH2:26][OH:27])[CH:23]([CH3:25])[CH3:24].C(OCC)(=[O:30])C. (4) The reactants are: [NH2:1][C:2]1[CH:7]=[CH:6][C:5]([C:8]2[N:13]=[C:12]([C:14]([OH:16])=[O:15])[CH:11]=[C:10]([N:17]3[CH2:22][CH2:21][O:20][CH2:19][C@@H:18]3[CH3:23])[N:9]=2)=[CH:4][CH:3]=1.S(=O)(=O)(O)O.[CH3:29]O. Given the product [NH2:1][C:2]1[CH:7]=[CH:6][C:5]([C:8]2[N:13]=[C:12]([C:14]([O:16][CH3:29])=[O:15])[CH:11]=[C:10]([N:17]3[CH2:22][CH2:21][O:20][CH2:19][C@@H:18]3[CH3:23])[N:9]=2)=[CH:4][CH:3]=1, predict the reactants needed to synthesize it. (5) The reactants are: [Br:1][C:2]1[C:3](=[O:19])[NH:4][N:5]=[CH:6][C:7]=1[NH:8][C@@H:9]1[CH2:14][C@@H:13]2[CH2:15][C@@H:11]([C:12]2([CH3:17])[CH3:16])[C@H:10]1[CH3:18].Cl.Cl[CH2:22][CH2:23][CH2:24][CH2:25][C:26]1[CH:31]=[CH:30][N:29]=[CH:28][CH:27]=1.C(=O)([O-])[O-].[K+].[K+].C(OCC)(=O)C. Given the product [Br:1][C:2]1[C:3](=[O:19])[N:4]([CH2:22][CH2:23][CH2:24][CH2:25][C:26]2[CH:31]=[CH:30][N:29]=[CH:28][CH:27]=2)[N:5]=[CH:6][C:7]=1[NH:8][C@@H:9]1[CH2:14][C@@H:13]2[CH2:15][C@@H:11]([C:12]2([CH3:16])[CH3:17])[C@H:10]1[CH3:18], predict the reactants needed to synthesize it.